Dataset: Catalyst prediction with 721,799 reactions and 888 catalyst types from USPTO. Task: Predict which catalyst facilitates the given reaction. (1) Reactant: Br[C:2]1[CH:7]=[CH:6][C:5]([C:8]2[N:9]([CH2:14][C@@H:15]3[CH2:19][CH2:18][N:17]([C:20]([CH:22]4[CH2:24][CH2:23]4)=[O:21])[CH2:16]3)[C:10](=[O:13])[NH:11][N:12]=2)=[C:4]([Cl:25])[CH:3]=1.CC1(C)C(C)(C)OB([C:34]2[CH:35]=[C:36]3[C:40](=[CH:41][CH:42]=2)[NH:39][CH:38]=[CH:37]3)O1.C([O-])([O-])=O.[K+].[K+].O1CCOCC1. Product: [Cl:25][C:4]1[CH:3]=[C:2]([C:34]2[CH:35]=[C:36]3[C:40](=[CH:41][CH:42]=2)[NH:39][CH:38]=[CH:37]3)[CH:7]=[CH:6][C:5]=1[C:8]1[N:9]([CH2:14][C@@H:15]2[CH2:19][CH2:18][N:17]([C:20]([CH:22]3[CH2:24][CH2:23]3)=[O:21])[CH2:16]2)[C:10](=[O:13])[NH:11][N:12]=1. The catalyst class is: 263. (2) Reactant: [CH3:1][C:2]1[CH:7]=[CH:6][C:5]([S:8]([N:11]2[C:15]([C:16]3[CH:21]=[CH:20][CH:19]=[CH:18][CH:17]=3)=[CH:14][C:13]([CH:22]=O)=[CH:12]2)(=[O:10])=[O:9])=[CH:4][CH:3]=1.[Cl-].C[NH3+].[C:27]([BH3-])#[N:28].[Na+].C(=O)([O-])O.[Na+]. Product: [CH3:27][NH:28][CH2:22][C:13]1[CH:14]=[C:15]([C:16]2[CH:17]=[CH:18][CH:19]=[CH:20][CH:21]=2)[N:11]([S:8]([C:5]2[CH:4]=[CH:3][C:2]([CH3:1])=[CH:7][CH:6]=2)(=[O:10])=[O:9])[CH:12]=1. The catalyst class is: 5.